This data is from Full USPTO retrosynthesis dataset with 1.9M reactions from patents (1976-2016). The task is: Predict the reactants needed to synthesize the given product. (1) Given the product [C:41]([NH:1][CH2:2][CH2:3][CH2:4][C@H:5]([NH:9][C:10]([C:12]1[S:13][C:14]([CH:17]([C:18]2[CH:19]=[CH:20][CH:21]=[CH:22][CH:23]=2)[C:24]2[CH:29]=[CH:28][CH:27]=[CH:26][CH:25]=2)=[CH:15][CH:16]=1)=[O:11])[C:6]([OH:8])=[O:7])(=[NH:48])[CH2:42][CH2:43][CH3:44].[C:30]([OH:36])([C:32]([F:35])([F:34])[F:33])=[O:31], predict the reactants needed to synthesize it. The reactants are: [NH2:1][CH2:2][CH2:3][CH2:4][C@H:5]([NH:9][C:10]([C:12]1[S:13][C:14]([CH:17]([C:24]2[CH:29]=[CH:28][CH:27]=[CH:26][CH:25]=2)[C:18]2[CH:23]=[CH:22][CH:21]=[CH:20][CH:19]=2)=[CH:15][CH:16]=1)=[O:11])[C:6]([OH:8])=[O:7].[C:30]([OH:36])([C:32]([F:35])([F:34])[F:33])=[O:31].C(O)C.Cl.[C:41](=[NH:48])(OCC)[CH2:42][CH2:43][CH3:44]. (2) Given the product [N+:39]([C:30]1[CH:31]=[C:32]([S:35](=[O:37])(=[O:36])[NH2:38])[CH:33]=[CH:34][C:29]=1[NH:1][C@@H:2]1[CH2:6][CH2:5][N:4]([C:7]([O:9][C:10]([CH3:13])([CH3:12])[CH3:11])=[O:8])[CH2:3]1)([O-:41])=[O:40], predict the reactants needed to synthesize it. The reactants are: [NH2:1][C@@H:2]1[CH2:6][CH2:5][N:4]([C:7]([O:9][C:10]([CH3:13])([CH3:12])[CH3:11])=[O:8])[CH2:3]1.O1CCCC1.C(N(C(C)C)C(C)C)C.F[C:29]1[CH:34]=[CH:33][C:32]([S:35]([NH2:38])(=[O:37])=[O:36])=[CH:31][C:30]=1[N+:39]([O-:41])=[O:40].